This data is from Forward reaction prediction with 1.9M reactions from USPTO patents (1976-2016). The task is: Predict the product of the given reaction. (1) The product is: [ClH:3].[CH3:18][O:16][C:15](=[O:17])[C@@H:8]([CH2:9][C:10]1[N:14]=[CH:13][NH:12][CH:11]=1)[NH2:7]. Given the reactants S(Cl)([Cl:3])=O.O.Cl.[NH2:7][C@@H:8]([C:15]([OH:17])=[O:16])[CH2:9][C:10]1[N:14]=[CH:13][NH:12][CH:11]=1.[CH3:18]O, predict the reaction product. (2) Given the reactants C[O:2][C:3](=[O:24])[CH2:4][N:5]1[C:9]([C:10]2[CH:15]=[CH:14][C:13]([F:16])=[CH:12][CH:11]=2)=[N:8][C:7]([C:17]2[CH:22]=[CH:21][C:20]([F:23])=[CH:19][CH:18]=2)=[N:6]1.[Li+].[OH-].Cl, predict the reaction product. The product is: [F:23][C:20]1[CH:21]=[CH:22][C:17]([C:7]2[N:8]=[C:9]([C:10]3[CH:15]=[CH:14][C:13]([F:16])=[CH:12][CH:11]=3)[N:5]([CH2:4][C:3]([OH:24])=[O:2])[N:6]=2)=[CH:18][CH:19]=1. (3) Given the reactants CO[C:3](=[O:12])[C:4]1[CH:9]=[CH:8][C:7]([OH:10])=[CH:6][C:5]=1[F:11].Cl[CH2:14][C:15]1[S:16][CH:17]=[CH:18][CH:19]=1.[CH3:20][C@@H:21]1[CH2:25][CH2:24][CH2:23][N:22]1[CH2:26][C@@H:27]1[CH2:31][CH2:30][CH2:29][NH:28]1, predict the reaction product. The product is: [F:11][C:5]1[CH:6]=[C:7]([O:10][CH2:14][C:15]2[S:16][CH:17]=[CH:18][CH:19]=2)[CH:8]=[CH:9][C:4]=1[C:3]([N:28]1[CH2:29][CH2:30][CH2:31][C@H:27]1[CH2:26][N:22]1[CH2:23][CH2:24][CH2:25][C@H:21]1[CH3:20])=[O:12]. (4) Given the reactants [OH:1][C:2]1[C:11]2[CH:10]=[C:9]([N:12]3[CH2:17][CH2:16][CH2:15][CH2:14][CH2:13]3)[N:8]=[N:7][C:6]=2[N:5]([CH3:18])[C:4](=[O:19])[C:3]=1[C:20](OC)=[O:21].ClC1N=NC2N(C)C(=O)[C:33]([C:36]([O:38]C)=[O:37])=C(O)C=2C=1.[NH:42]1CCCCC1, predict the reaction product. The product is: [OH:1][C:2]1[C:11]2[CH:10]=[C:9]([N:12]3[CH2:17][CH2:16][CH2:15][CH2:14][CH2:13]3)[N:8]=[N:7][C:6]=2[N:5]([CH3:18])[C:4](=[O:19])[C:3]=1[C:20]([NH:42][CH2:33][C:36]([OH:38])=[O:37])=[O:21]. (5) Given the reactants FC1C=CC2N=C([C:9]3[C:10]([NH2:26])=[N:11][CH:12]=[C:13]([C:15]4[CH:16]=[N:17][N:18]([CH:20]5[CH2:25][CH2:24][NH:23][CH2:22][CH2:21]5)[CH:19]=4)[CH:14]=3)SC=2C=1.Cl[C:30]1[S:31][C:32]2[C:38]([C:39]([F:42])([F:41])[F:40])=[CH:37][CH:36]=[CH:35][C:33]=2[N:34]=1, predict the reaction product. The product is: [NH:23]1[CH2:22][CH2:21][CH:20]([N:18]2[CH:19]=[C:15]([C:13]3[CH:14]=[C:9]([C:30]4[S:31][C:32]5[C:38]([C:39]([F:42])([F:41])[F:40])=[CH:37][CH:36]=[CH:35][C:33]=5[N:34]=4)[C:10]([NH2:26])=[N:11][CH:12]=3)[CH:16]=[N:17]2)[CH2:25][CH2:24]1. (6) Given the reactants [CH2:1]([O:3][C:4]1[CH:5]=[CH:6][C:7]([S:12][CH2:13][CH3:14])=[C:8]([CH:11]=1)[CH:9]=O)[CH3:2].CO[N:17]=CC1C=C(Br)C=CC=1SCC, predict the reaction product. The product is: [CH2:1]([O:3][C:4]1[CH:5]=[CH:6][C:7]([S:12][CH2:13][CH3:14])=[C:8]([CH2:9][NH2:17])[CH:11]=1)[CH3:2]. (7) Given the reactants C[O:2][C:3]1[C:4]([N:25]2[CH2:30][CH2:29][CH2:28][C@H:27]([NH:31]C(=O)OC(C)(C)C)[CH2:26]2)=[N:5][C:6]([N:9]2[C:17]3[CH:16]=[C:15]([C:18]4[CH:23]=[N:22][CH:21]=[C:20]([CH3:24])[N:19]=4)[N:14]=[CH:13][C:12]=3[CH:11]=[N:10]2)=[CH:7][N:8]=1.O1CCOCC1, predict the reaction product. The product is: [NH2:31][C@H:27]1[CH2:28][CH2:29][CH2:30][N:25]([C:4]2[C:3]([OH:2])=[N:8][CH:7]=[C:6]([N:9]3[C:17]4[CH:16]=[C:15]([C:18]5[CH:23]=[N:22][CH:21]=[C:20]([CH3:24])[N:19]=5)[N:14]=[CH:13][C:12]=4[CH:11]=[N:10]3)[N:5]=2)[CH2:26]1.